Dataset: Full USPTO retrosynthesis dataset with 1.9M reactions from patents (1976-2016). Task: Predict the reactants needed to synthesize the given product. (1) Given the product [C:1]([C@H:5]1[CH2:6][CH2:7][C@H:8]([O:11][C:12]2[C:13]([F:31])=[C:14]3[C:19](=[CH:20][CH:21]=2)[CH:18]=[C:17]([CH2:22][N:23]2[CH2:26][CH:25]([C:27]([OH:29])=[O:28])[CH2:24]2)[CH:16]=[CH:15]3)[CH2:9][CH2:10]1)([CH3:4])([CH3:2])[CH3:3], predict the reactants needed to synthesize it. The reactants are: [C:1]([C@H:5]1[CH2:10][CH2:9][C@H:8]([O:11][C:12]2[C:13]([F:31])=[C:14]3[C:19](=[CH:20][CH:21]=2)[CH:18]=[C:17]([CH2:22][N:23]2[CH2:26][CH:25]([C:27]([O:29]C)=[O:28])[CH2:24]2)[CH:16]=[CH:15]3)[CH2:7][CH2:6]1)([CH3:4])([CH3:3])[CH3:2].[OH-].[Na+].Cl. (2) The reactants are: [Cl:1][C:2]1[C:3]([C:30]2[C:38]3[C:33](=[CH:34][CH:35]=[CH:36][CH:37]=3)[NH:32][CH:31]=2)=[N:4][C:5]([NH:8][CH:9]2[CH2:14][CH2:13][N:12]([CH2:15][C:16]3[CH:21]=[CH:20][C:19]([NH:22][C:23](=[O:29])/[CH:24]=[CH:25]/[CH2:26][NH:27][CH3:28])=[CH:18][CH:17]=3)[CH2:11][CH2:10]2)=[N:6][CH:7]=1.Cl[CH2:40][C:41]([NH2:43])=[O:42].C([O-])([O-])=O.[K+].[K+]. Given the product [NH2:43][C:41](=[O:42])[CH2:40][N:27]([CH3:28])[CH2:26]/[CH:25]=[CH:24]/[C:23]([NH:22][C:19]1[CH:20]=[CH:21][C:16]([CH2:15][N:12]2[CH2:13][CH2:14][CH:9]([NH:8][C:5]3[N:4]=[C:3]([C:30]4[C:38]5[C:33](=[CH:34][CH:35]=[CH:36][CH:37]=5)[NH:32][CH:31]=4)[C:2]([Cl:1])=[CH:7][N:6]=3)[CH2:10][CH2:11]2)=[CH:17][CH:18]=1)=[O:29], predict the reactants needed to synthesize it. (3) Given the product [Cl:8][C:5]1[C:4]([NH:9][S:10]([C:13]2[CH:18]=[CH:17][CH:16]=[CH:15][CH:14]=2)(=[O:12])=[O:11])=[CH:3][C:2]([C:19]2[CH:24]=[CH:23][CH:22]=[CH:21][CH:20]=2)=[CH:7][N:6]=1, predict the reactants needed to synthesize it. The reactants are: Br[C:2]1[CH:3]=[C:4]([NH:9][S:10]([C:13]2[CH:18]=[CH:17][CH:16]=[CH:15][CH:14]=2)(=[O:12])=[O:11])[C:5]([Cl:8])=[N:6][CH:7]=1.[C:19]1(B(O)O)[CH:24]=[CH:23][CH:22]=[CH:21][CH:20]=1.C(=O)([O-])[O-].[K+].[K+].C(OCC)(=O)C. (4) Given the product [CH3:19][N:16]1[CH2:17][CH2:18][C:13](=[CH:12][C:7]2[CH:8]=[CH:9][CH:10]=[CH:11][C:6]=2[C:5]([OH:20])=[O:4])[CH2:14][CH2:15]1, predict the reactants needed to synthesize it. The reactants are: [OH-].[Na+].C[O:4][C:5](=[O:20])[C:6]1[CH:11]=[CH:10][CH:9]=[CH:8][C:7]=1[CH:12]=[C:13]1[CH2:18][CH2:17][N:16]([CH3:19])[CH2:15][CH2:14]1.Cl.